Dataset: NCI-60 drug combinations with 297,098 pairs across 59 cell lines. Task: Regression. Given two drug SMILES strings and cell line genomic features, predict the synergy score measuring deviation from expected non-interaction effect. (1) Drug 1: C1=C(C(=O)NC(=O)N1)N(CCCl)CCCl. Drug 2: CC(C1=C(C=CC(=C1Cl)F)Cl)OC2=C(N=CC(=C2)C3=CN(N=C3)C4CCNCC4)N. Cell line: NCI-H226. Synergy scores: CSS=14.6, Synergy_ZIP=-4.78, Synergy_Bliss=3.90, Synergy_Loewe=2.06, Synergy_HSA=4.06. (2) Drug 1: CC1=C(C=C(C=C1)NC2=NC=CC(=N2)N(C)C3=CC4=NN(C(=C4C=C3)C)C)S(=O)(=O)N.Cl. Drug 2: C1=C(C(=O)NC(=O)N1)N(CCCl)CCCl. Cell line: HCT-15. Synergy scores: CSS=12.5, Synergy_ZIP=-2.53, Synergy_Bliss=-1.53, Synergy_Loewe=-12.0, Synergy_HSA=-3.28. (3) Drug 1: C1CCC(C1)C(CC#N)N2C=C(C=N2)C3=C4C=CNC4=NC=N3. Drug 2: CC(C1=C(C=CC(=C1Cl)F)Cl)OC2=C(N=CC(=C2)C3=CN(N=C3)C4CCNCC4)N. Cell line: COLO 205. Synergy scores: CSS=1.85, Synergy_ZIP=1.78, Synergy_Bliss=5.66, Synergy_Loewe=-15.6, Synergy_HSA=-3.03. (4) Drug 1: C1CNP(=O)(OC1)N(CCCl)CCCl. Drug 2: CC1C(C(CC(O1)OC2CC(CC3=C2C(=C4C(=C3O)C(=O)C5=CC=CC=C5C4=O)O)(C(=O)C)O)N)O. Cell line: HCT-15. Synergy scores: CSS=30.8, Synergy_ZIP=-0.0760, Synergy_Bliss=-1.06, Synergy_Loewe=-54.1, Synergy_HSA=-1.76. (5) Drug 1: C1C(C(OC1N2C=NC3=C(N=C(N=C32)Cl)N)CO)O. Drug 2: CC(C)NC(=O)C1=CC=C(C=C1)CNNC.Cl. Cell line: A498. Synergy scores: CSS=12.8, Synergy_ZIP=-2.75, Synergy_Bliss=-7.21, Synergy_Loewe=-4.57, Synergy_HSA=-4.33. (6) Drug 1: CC12CCC(CC1=CCC3C2CCC4(C3CC=C4C5=CN=CC=C5)C)O. Drug 2: CC1C(C(CC(O1)OC2CC(CC3=C2C(=C4C(=C3O)C(=O)C5=C(C4=O)C(=CC=C5)OC)O)(C(=O)C)O)N)O.Cl. Cell line: HCT-15. Synergy scores: CSS=34.6, Synergy_ZIP=8.37, Synergy_Bliss=15.5, Synergy_Loewe=10.2, Synergy_HSA=13.7.